Dataset: Forward reaction prediction with 1.9M reactions from USPTO patents (1976-2016). Task: Predict the product of the given reaction. (1) Given the reactants [CH2:1]([N:8]1[CH2:16][C:15]2[C:10](=[CH:11][CH:12]=[C:13]([C:17]3(O)[CH2:22][C@@H:21]([CH3:23])[O:20][C@@H:19]([CH3:24])[CH2:18]3)[CH:14]=2)[CH2:9]1)[C:2]1[CH:7]=[CH:6][CH:5]=[CH:4][CH:3]=1.CS(Cl)(=O)=O.C1CCN2C(=NCCC2)CC1, predict the reaction product. The product is: [CH2:1]([N:8]1[CH2:16][C:15]2[C:10](=[CH:11][CH:12]=[C:13]([C:17]3[CH2:22][C@H:21]([CH3:23])[O:20][C@H:19]([CH3:24])[CH:18]=3)[CH:14]=2)[CH2:9]1)[C:2]1[CH:3]=[CH:4][CH:5]=[CH:6][CH:7]=1. (2) Given the reactants [C:1]([C:5]1[CH:25]=[CH:24][CH:23]=[CH:22][C:6]=1[O:7][CH:8]1[CH2:11][N:10]([C:12]([C:14]2[CH:21]=[CH:20][C:17]([C:18]#[N:19])=[CH:16][CH:15]=2)=[O:13])[CH2:9]1)([CH3:4])([CH3:3])[CH3:2].[Cl-].O[NH3+].[C:29](=[O:32])([O-])[OH:30].[Na+].C(N1C=CN=C1)([N:36]1C=CN=C1)=O.N12CCCN=C1CCCCC2.O.Cl, predict the reaction product. The product is: [C:1]([C:5]1[CH:25]=[CH:24][CH:23]=[CH:22][C:6]=1[O:7][CH:8]1[CH2:11][N:10]([C:12]([C:14]2[CH:15]=[CH:16][C:17]([C:18]3[NH:36][C:29](=[O:32])[O:30][N:19]=3)=[CH:20][CH:21]=2)=[O:13])[CH2:9]1)([CH3:4])([CH3:2])[CH3:3].